Dataset: NCI-60 drug combinations with 297,098 pairs across 59 cell lines. Task: Regression. Given two drug SMILES strings and cell line genomic features, predict the synergy score measuring deviation from expected non-interaction effect. (1) Drug 1: C1=CC(=CC=C1CCC2=CNC3=C2C(=O)NC(=N3)N)C(=O)NC(CCC(=O)O)C(=O)O. Drug 2: CC1OCC2C(O1)C(C(C(O2)OC3C4COC(=O)C4C(C5=CC6=C(C=C35)OCO6)C7=CC(=C(C(=C7)OC)O)OC)O)O. Cell line: NCI-H226. Synergy scores: CSS=25.0, Synergy_ZIP=3.10, Synergy_Bliss=4.51, Synergy_Loewe=8.33, Synergy_HSA=8.70. (2) Drug 2: COC1=C2C(=CC3=C1OC=C3)C=CC(=O)O2. Drug 1: C1CC(C1)(C(=O)O)C(=O)O.[NH2-].[NH2-].[Pt+2]. Cell line: SR. Synergy scores: CSS=40.4, Synergy_ZIP=1.29, Synergy_Bliss=5.26, Synergy_Loewe=-6.68, Synergy_HSA=5.48. (3) Drug 1: CC1CCC2CC(C(=CC=CC=CC(CC(C(=O)C(C(C(=CC(C(=O)CC(OC(=O)C3CCCCN3C(=O)C(=O)C1(O2)O)C(C)CC4CCC(C(C4)OC)O)C)C)O)OC)C)C)C)OC. Drug 2: C#CCC(CC1=CN=C2C(=N1)C(=NC(=N2)N)N)C3=CC=C(C=C3)C(=O)NC(CCC(=O)O)C(=O)O. Cell line: CAKI-1. Synergy scores: CSS=23.6, Synergy_ZIP=-0.376, Synergy_Bliss=-3.80, Synergy_Loewe=-20.2, Synergy_HSA=-3.16.